Dataset: Peptide-MHC class II binding affinity with 134,281 pairs from IEDB. Task: Regression. Given a peptide amino acid sequence and an MHC pseudo amino acid sequence, predict their binding affinity value. This is MHC class II binding data. (1) The peptide sequence is RELKCGDGIFIFRDS. The MHC is DRB3_0301 with pseudo-sequence DRB3_0301. The binding affinity (normalized) is 0.744. (2) The peptide sequence is IDSSYFANVLAKKMP. The MHC is DRB1_1302 with pseudo-sequence DRB1_1302. The binding affinity (normalized) is 0.334. (3) The binding affinity (normalized) is 0.0988. The peptide sequence is NQEGSLKTALTGAMR. The MHC is DRB1_1501 with pseudo-sequence DRB1_1501. (4) The peptide sequence is KPVSQMRMATPLLMRPM. The MHC is DRB1_0101 with pseudo-sequence DRB1_0101. The binding affinity (normalized) is 0.983. (5) The MHC is HLA-DQA10201-DQB10202 with pseudo-sequence HLA-DQA10201-DQB10202. The peptide sequence is EAAFTVSSKRNLADA. The binding affinity (normalized) is 0.152.